This data is from Full USPTO retrosynthesis dataset with 1.9M reactions from patents (1976-2016). The task is: Predict the reactants needed to synthesize the given product. (1) Given the product [CH2:1]([CH:3]1[N:4]2[CH:5]([CH2:40][C:39](=[O:41])[C:33]([C:34]([O:36][CH2:37][CH3:38])=[O:35])=[CH:32]2)[C:6]2[CH:7]=[C:8]([CH3:14])[C:9]([CH3:13])=[CH:10][C:11]=2[CH2:12]1)[CH3:2], predict the reactants needed to synthesize it. The reactants are: [CH2:1]([CH:3]1[CH2:12][C:11]2[C:6](=[CH:7][C:8]([CH3:14])=[C:9]([CH3:13])[CH:10]=2)[CH:5]=[N:4]1)[CH3:2].C(C1CC2C(=CC=C(C)C=2C)C=N1)C.CN([CH:32]=[C:33]([C:39](=[O:41])[CH3:40])[C:34]([O:36][CH2:37][CH3:38])=[O:35])C.Cl.O1CCOCC1. (2) Given the product [OH:2][CH:1]([C:3]1[S:4][CH:5]=[CH:6][C:7]=1[S:8]([N:11]([CH3:26])[C:12]1[CH:13]=[CH:14][CH:15]=[C:16]2[C:20]=1[NH:19][C:18]([C:21]1[S:22][CH:23]=[CH:24][N:25]=1)=[CH:17]2)(=[O:10])=[O:9])[CH3:27], predict the reactants needed to synthesize it. The reactants are: [CH:1]([C:3]1[S:4][CH:5]=[CH:6][C:7]=1[S:8]([N:11]([CH3:26])[C:12]1[CH:13]=[CH:14][CH:15]=[C:16]2[C:20]=1[NH:19][C:18]([C:21]1[S:22][CH:23]=[CH:24][N:25]=1)=[CH:17]2)(=[O:10])=[O:9])=[O:2].[CH3:27][Mg]Br.O.